This data is from Full USPTO retrosynthesis dataset with 1.9M reactions from patents (1976-2016). The task is: Predict the reactants needed to synthesize the given product. (1) Given the product [ClH:22].[Cl:22][CH2:2][C:3]1[C:4]([C:9]2[N:13]([CH2:14][C:15]([O:17][CH2:18][CH3:19])=[O:16])[N:12]=[CH:11][CH:10]=2)=[N:5][CH:6]=[CH:7][CH:8]=1, predict the reactants needed to synthesize it. The reactants are: O[CH2:2][C:3]1[C:4]([C:9]2[N:13]([CH2:14][C:15]([O:17][CH2:18][CH3:19])=[O:16])[N:12]=[CH:11][CH:10]=2)=[N:5][CH:6]=[CH:7][CH:8]=1.O=S(Cl)[Cl:22]. (2) Given the product [OH:6][CH2:5][C:3]([NH:7][S:8]([C:11]1[S:15][C:14]([NH2:16])=[N:13][C:12]=1[CH3:20])(=[O:10])=[O:9])([CH2:2][OH:1])[CH3:4], predict the reactants needed to synthesize it. The reactants are: [OH:1][CH2:2][C:3]([NH:7][S:8]([C:11]1[S:15][C:14]([NH:16]C(=O)C)=[N:13][C:12]=1[CH3:20])(=[O:10])=[O:9])([CH2:5][OH:6])[CH3:4]. (3) Given the product [CH3:3][CH:2]([O:4][C:5]1[CH:6]=[CH:7][C:8]([CH3:11])=[N+:9]([O-:17])[CH:10]=1)[CH3:1], predict the reactants needed to synthesize it. The reactants are: [CH3:1][CH:2]([O:4][C:5]1[CH:6]=[CH:7][C:8]([CH3:11])=[N:9][CH:10]=1)[CH3:3].ClC1C=C(C=CC=1)C(OO)=[O:17].C(OCC)(=O)C.S(S([O-])=O)([O-])(=O)=O.[Na+].[Na+]. (4) Given the product [N:10]([CH2:6][C:5]1[CH:8]=[CH:9][C:2]([CH3:1])=[CH:3][CH:4]=1)=[N+:11]=[N-:12], predict the reactants needed to synthesize it. The reactants are: [CH3:1][C:2]1[CH:9]=[CH:8][C:5]([CH2:6]Br)=[CH:4][CH:3]=1.[N-:10]=[N+:11]=[N-:12].[Na+].